Dataset: Full USPTO retrosynthesis dataset with 1.9M reactions from patents (1976-2016). Task: Predict the reactants needed to synthesize the given product. (1) The reactants are: [CH3:1][O:2][C:3]1[CH:22]=[CH:21][C:6]([CH2:7][C@@H:8]2[C:12]3=[N:13][C:14]4[CH:19]=[CH:18][CH:17]=[CH:16][C:15]=4[N:11]3[C:10](=[O:20])[NH:9]2)=[CH:5][CH:4]=1.[C:23]1([CH:29]([NH2:32])[CH2:30][CH3:31])[CH:28]=[CH:27][CH:26]=[CH:25][CH:24]=1.C(O)(C(F)(F)F)=O. Given the product [NH:13]1[C:14]2[CH:19]=[CH:18][CH:17]=[CH:16][C:15]=2[N:11]=[C:12]1[C@H:8]([NH:9][C:10]([NH:32][CH:29]([C:23]1[CH:28]=[CH:27][CH:26]=[CH:25][CH:24]=1)[CH2:30][CH3:31])=[O:20])[CH2:7][C:6]1[CH:21]=[CH:22][C:3]([O:2][CH3:1])=[CH:4][CH:5]=1, predict the reactants needed to synthesize it. (2) Given the product [CH3:1][CH:2]1[CH2:11][C:6]2([CH2:7][CH2:8][CH2:9][CH2:10]2)[O:5][CH2:4][CH2:3]1, predict the reactants needed to synthesize it. The reactants are: [CH3:1][C:2]1[CH2:11][C:6]2([CH2:10][CH2:9][CH2:8][CH2:7]2)[O:5][CH2:4][CH:3]=1.[H][H]. (3) Given the product [CH3:3][C:2]([C:8]1[CH:9]=[C:10]2[C:15](=[C:16]([C:18]3[CH:19]=[C:20]([CH:25]=[CH:26][CH:27]=3)[C:21]([OH:23])=[O:22])[CH:17]=1)[N:14]=[CH:13][CH:12]=[CH:11]2)([S:4]([CH3:7])(=[O:5])=[O:6])[CH3:1], predict the reactants needed to synthesize it. The reactants are: [CH3:1][C:2]([C:8]1[CH:9]=[C:10]2[C:15](=[C:16]([C:18]3[CH:19]=[C:20]([CH:25]=[CH:26][CH:27]=3)[C:21]([O:23]C)=[O:22])[CH:17]=1)[N:14]=[CH:13][CH:12]=[CH:11]2)([S:4]([CH3:7])(=[O:6])=[O:5])[CH3:3].[Li+].[OH-].CC(O)=O. (4) Given the product [Br:1][C:2]1[CH:7]=[CH:6][C:5]([CH:8]([CH3:26])[C:9]([C:11]2[CH:22]=[N:21][C:14]3[O:15][CH2:16][C:17](=[O:20])[N:18]([CH3:19])[C:13]=3[CH:12]=2)=[O:10])=[C:4]([Cl:23])[CH:3]=1, predict the reactants needed to synthesize it. The reactants are: [Br:1][C:2]1[CH:7]=[CH:6][C:5]([CH2:8][C:9]([C:11]2[CH:22]=[N:21][C:14]3[O:15][CH2:16][C:17](=[O:20])[N:18]([CH3:19])[C:13]=3[CH:12]=2)=[O:10])=[C:4]([Cl:23])[CH:3]=1.[H-].[Na+].[CH3:26]I. (5) The reactants are: Cl[C:2]1[N:12]=[CH:11][CH:10]=[CH:9][C:3]=1[C:4]([O:6][CH2:7][CH3:8])=[O:5].[C:13]1([CH2:19][CH2:20][CH2:21][NH2:22])[CH:18]=[CH:17][CH:16]=[CH:15][CH:14]=1.C(O)C. Given the product [C:13]1([CH2:19][CH2:20][CH2:21][NH:22][C:2]2[N:12]=[CH:11][CH:10]=[CH:9][C:3]=2[C:4]([O:6][CH2:7][CH3:8])=[O:5])[CH:18]=[CH:17][CH:16]=[CH:15][CH:14]=1, predict the reactants needed to synthesize it.